From a dataset of Catalyst prediction with 721,799 reactions and 888 catalyst types from USPTO. Predict which catalyst facilitates the given reaction. (1) Reactant: CC1C=C(N)C(N)=CC=1C.[F:11][C:12]1[CH:20]=[CH:19][CH:18]=[C:17]2[C:13]=1[C:14](C=O)=[N:15][NH:16]2. Product: [F:11][C:12]1[CH:20]=[CH:19][CH:18]=[C:17]2[C:13]=1[CH:14]=[N:15][NH:16]2. The catalyst class is: 42. (2) Reactant: [CH3:1][C:2]([NH:9][CH2:10][C:11]1[CH:16]=[CH:15][CH:14]=[CH:13][CH:12]=1)([CH3:8])[CH2:3][C:4]([O:6][CH3:7])=[O:5].C(N(CC)C(C)C)(C)C.Cl[C:27](=[O:32])[C:28]([O:30][CH3:31])=[O:29]. Product: [CH3:8][C:2]([N:9]([C:27](=[O:32])[C:28]([O:30][CH3:31])=[O:29])[CH2:10][C:11]1[CH:12]=[CH:13][CH:14]=[CH:15][CH:16]=1)([CH3:1])[CH2:3][C:4]([O:6][CH3:7])=[O:5]. The catalyst class is: 49.